This data is from Full USPTO retrosynthesis dataset with 1.9M reactions from patents (1976-2016). The task is: Predict the reactants needed to synthesize the given product. (1) Given the product [Br:9][C:10]1[C:18]2[C:13](=[N:14][CH:15]=[N:16][C:17]=2[N:19]=[CH:3][N:4]([CH3:6])[CH3:5])[N:12]([C:20]([CH3:23])([CH3:22])[CH3:21])[N:11]=1, predict the reactants needed to synthesize it. The reactants are: CO[CH:3](OC)[N:4]([CH3:6])[CH3:5].[Br:9][C:10]1[C:18]2[C:13](=[N:14][CH:15]=[N:16][C:17]=2[NH2:19])[N:12]([C:20]([CH3:23])([CH3:22])[CH3:21])[N:11]=1. (2) Given the product [Br:1][C:2]1[CH:11]=[CH:10][CH:9]=[C:8]2[C:3]=1[CH:4]=[C:5]([CH3:24])[C:6]([C@H:13]([O:19][C:20]([CH3:23])([CH3:22])[CH3:21])[C:14]([O:16][CH2:17][CH3:18])=[O:15])=[C:7]2[O:12][S:26]([CH3:25])(=[O:28])=[O:27], predict the reactants needed to synthesize it. The reactants are: [Br:1][C:2]1[CH:11]=[CH:10][CH:9]=[C:8]2[C:3]=1[CH:4]=[C:5]([CH3:24])[C:6]([C@H:13]([O:19][C:20]([CH3:23])([CH3:22])[CH3:21])[C:14]([O:16][CH2:17][CH3:18])=[O:15])=[C:7]2[OH:12].[CH3:25][S:26](O[S:26]([CH3:25])(=[O:28])=[O:27])(=[O:28])=[O:27].C(N(C(C)C)CC)(C)C. (3) Given the product [Br:1][C:2]1[C:3]([Cl:15])=[CH:4][C:5]([CH3:9])=[N+:6]([O-:8])[CH:7]=1, predict the reactants needed to synthesize it. The reactants are: [Br:1][C:2]1[C:3]([N+]([O-])=O)=[CH:4][C:5]([CH3:9])=[N+:6]([O-:8])[CH:7]=1.O=P(Cl)(Cl)[Cl:15]. (4) Given the product [CH:8]1([O:14][C:15](=[O:42])[CH2:16][CH2:17][C@H:18]([NH2:34])[CH2:19][S:20][C:21]2[CH:26]=[CH:25][C:24]([CH2:27][C:28]3[CH:29]=[CH:30][CH:31]=[CH:32][CH:33]=3)=[CH:23][CH:22]=2)[CH2:9][CH2:10][CH2:11][CH2:12][CH2:13]1, predict the reactants needed to synthesize it. The reactants are: C(O)(C(F)(F)F)=O.[CH:8]1([O:14][C:15](=[O:42])[CH2:16][CH2:17][C@H:18]([NH:34]C(OC(C)(C)C)=O)[CH2:19][S:20][C:21]2[CH:26]=[CH:25][C:24]([CH2:27][C:28]3[CH:33]=[CH:32][CH:31]=[CH:30][CH:29]=3)=[CH:23][CH:22]=2)[CH2:13][CH2:12][CH2:11][CH2:10][CH2:9]1. (5) Given the product [CH3:27][NH:26][C:22]1[N:21]=[C:20]([CH2:19][O:18][CH2:17][C:14]2[CH:13]=[CH:12][C:11]([CH2:10][C@@H:9]([C:35]([O:37][CH3:38])=[O:36])[NH2:8])=[CH:16][CH:15]=2)[CH:25]=[CH:24][CH:23]=1, predict the reactants needed to synthesize it. The reactants are: C(OC([NH:8][C@H:9]([C:35]([O:37][CH3:38])=[O:36])[CH2:10][C:11]1[CH:16]=[CH:15][C:14]([CH2:17][O:18][CH2:19][C:20]2[CH:25]=[CH:24][CH:23]=[C:22]([N:26](C(OC(C)(C)C)=O)[CH3:27])[N:21]=2)=[CH:13][CH:12]=1)=O)(C)(C)C.C(O)(C(F)(F)F)=O.N. (6) The reactants are: C1C=CC2N(O)N=NC=2C=1.CCN=C=NCCCN(C)C.[CH3:22][O:23][C:24]1[C:32]2[C:27](=[N:28][CH:29]=[C:30]([NH2:33])[CH:31]=2)[NH:26][N:25]=1.[CH2:34]([N:36]([C:42]1[C:43]([F:52])=[C:44]([C:48]([F:51])=[CH:49][CH:50]=1)[C:45](O)=[O:46])[S:37](=[O:41])(=[O:40])[NH:38][CH3:39])[CH3:35]. Given the product [CH2:34]([N:36]([C:42]1[C:43]([F:52])=[C:44]([C:48]([F:51])=[CH:49][CH:50]=1)[C:45]([NH:33][C:30]1[CH:31]=[C:32]2[C:24]([O:23][CH3:22])=[N:25][NH:26][C:27]2=[N:28][CH:29]=1)=[O:46])[S:37](=[O:40])(=[O:41])[NH:38][CH3:39])[CH3:35], predict the reactants needed to synthesize it. (7) The reactants are: [C:1]([C:5]1[CH:10]=[CH:9][C:8]([S:11]([N:14]([CH2:22][C:23]([OH:25])=O)[C:15]2[CH:20]=[CH:19][C:18]([CH3:21])=[CH:17][CH:16]=2)(=[O:13])=[O:12])=[CH:7][CH:6]=1)([CH3:4])([CH3:3])[CH3:2].[CH2:26]([NH:28][CH2:29][C:30]1[NH:31][CH:32]=[CH:33][N:34]=1)[CH3:27]. Given the product [C:1]([C:5]1[CH:10]=[CH:9][C:8]([S:11]([N:14]([C:15]2[CH:20]=[CH:19][C:18]([CH3:21])=[CH:17][CH:16]=2)[CH2:22][C:23]([N:28]([CH2:26][CH3:27])[CH2:29][C:30]2[NH:31][CH:32]=[CH:33][N:34]=2)=[O:25])(=[O:12])=[O:13])=[CH:7][CH:6]=1)([CH3:4])([CH3:3])[CH3:2], predict the reactants needed to synthesize it.